This data is from Forward reaction prediction with 1.9M reactions from USPTO patents (1976-2016). The task is: Predict the product of the given reaction. (1) Given the reactants Cl[C:2]1[N:3]=[CH:4][C:5]([C:13]([N:15]2[CH2:20][CH2:19][O:18][CH2:17][CH2:16]2)=[O:14])=[C:6]2[C:10]([CH3:11])=[CH:9][N:8]([CH3:12])[C:7]=12.[F:21][C:22]1[CH:23]=[C:24]([CH:26]=[CH:27][CH:28]=1)[NH2:25], predict the reaction product. The product is: [F:21][C:22]1[CH:23]=[C:24]([NH:25][C:2]2[N:3]=[CH:4][C:5]([C:13]([N:15]3[CH2:20][CH2:19][O:18][CH2:17][CH2:16]3)=[O:14])=[C:6]3[C:10]([CH3:11])=[CH:9][N:8]([CH3:12])[C:7]=23)[CH:26]=[CH:27][CH:28]=1. (2) The product is: [Cl:24][C:25]1[CH:30]=[CH:29][C:28]([S:31]([N:4]([CH:5]([C:9]2[CH:14]=[CH:13][CH:12]=[CH:11][CH:10]=2)[C:6]([NH2:8])=[O:7])[CH2:3][C:2]([CH3:16])([CH3:15])[CH3:1])(=[O:33])=[O:32])=[CH:27][CH:26]=1. Given the reactants [CH3:1][C:2]([CH3:16])([CH3:15])[CH2:3][NH:4][C@H:5]([C:9]1[CH:14]=[CH:13][CH:12]=[CH:11][CH:10]=1)[C:6]([NH2:8])=[O:7].C(N(CC)CC)C.[Cl:24][C:25]1[CH:30]=[CH:29][C:28]([S:31](Cl)(=[O:33])=[O:32])=[CH:27][CH:26]=1, predict the reaction product. (3) Given the reactants [O:1]1[CH:5]=[CH:4][C:3]([C@H:6]([C:23]2[CH:28]=[CH:27][C:26]([O:29][CH2:30][C:31]3[S:32][C:33]([C:37]4[CH:42]=[CH:41][C:40]([C:43]([F:46])([F:45])[F:44])=[CH:39][CH:38]=4)=[CH:34][C:35]=3[CH3:36])=[CH:25][CH:24]=2)[CH2:7][C:8](N2[C@@H](CC3C=CC=CC=3)COC2=O)=[O:9])=[N:2]1.OO.[Li+].[OH-].Cl.[C:52]([O-])([O-])=[O:53].[K+].[K+].IC, predict the reaction product. The product is: [O:1]1[CH:5]=[CH:4][C:3]([C@H:6]([C:23]2[CH:24]=[CH:25][C:26]([O:29][CH2:30][C:31]3[S:32][C:33]([C:37]4[CH:38]=[CH:39][C:40]([C:43]([F:46])([F:45])[F:44])=[CH:41][CH:42]=4)=[CH:34][C:35]=3[CH3:36])=[CH:27][CH:28]=2)[CH2:7][C:8]([O:53][CH3:52])=[O:9])=[N:2]1. (4) Given the reactants [NH2:1][C@H:2]([C:4]1[N:9]([C:10]2[CH:15]=[CH:14][CH:13]=[CH:12][CH:11]=2)[C:8](=[O:16])[C:7]2=[C:17]([CH2:20][C:21]3[CH:26]=[CH:25][CH:24]=[C:23]([O:27][CH3:28])[CH:22]=3)[CH:18]=[CH:19][N:6]2[N:5]=1)[CH3:3].[NH2:29][C:30]1[C:35]([C:36]#[N:37])=[C:34](Cl)[N:33]=[CH:32][N:31]=1.C(N(CC)C(C)C)(C)C, predict the reaction product. The product is: [NH2:29][C:30]1[C:35]([C:36]#[N:37])=[C:34]([NH:1][C@H:2]([C:4]2[N:9]([C:10]3[CH:11]=[CH:12][CH:13]=[CH:14][CH:15]=3)[C:8](=[O:16])[C:7]3=[C:17]([CH2:20][C:21]4[CH:26]=[CH:25][CH:24]=[C:23]([O:27][CH3:28])[CH:22]=4)[CH:18]=[CH:19][N:6]3[N:5]=2)[CH3:3])[N:33]=[CH:32][N:31]=1. (5) Given the reactants FC(F)(F)C1C=C(NC(=O)NC2C=CC(C3SC(CCC(OC)=O)=NC=3)=CC=2)C=CC=1.[N+:32]([C:35]1[CH:40]=[CH:39][C:38]([C:41]2[CH:45]=[CH:44][N:43]([CH:46]3[CH2:51][CH2:50][CH:49]([C:52]([O:54][CH2:55][CH3:56])=[O:53])[CH2:48][CH2:47]3)[N:42]=2)=[CH:37][CH:36]=1)([O-])=O.[Cl:57][C:58]1[CH:63]=[CH:62][CH:61]=[CH:60][C:59]=1[N:64]=[C:65]=[O:66], predict the reaction product. The product is: [Cl:57][C:58]1[CH:63]=[CH:62][CH:61]=[CH:60][C:59]=1[NH:64][C:65](=[O:66])[NH:32][C:35]1[CH:40]=[CH:39][C:38]([C:41]2[CH:45]=[CH:44][N:43]([CH:46]3[CH2:51][CH2:50][CH:49]([C:52]([O:54][CH2:55][CH3:56])=[O:53])[CH2:48][CH2:47]3)[N:42]=2)=[CH:37][CH:36]=1. (6) Given the reactants Cl.[O:2]1[CH2:7][CH2:6][N:5]([CH2:8][CH2:9]Cl)[CH2:4][CH2:3]1.[NH2:11][CH2:12][CH2:13][OH:14].[Cl-].[Na+], predict the reaction product. The product is: [O:2]1[CH2:7][CH2:6][N:5]([CH2:8][CH2:9][NH:11][CH2:12][CH2:13][OH:14])[CH2:4][CH2:3]1. (7) Given the reactants [F:1][C:2]1[CH:7]=[CH:6][C:5]([CH:8]2[C:16](=[O:17])[N:11]3[CH2:12][CH:13]=[CH:14][CH2:15][N:10]3[CH:9]2[C:18]2[CH:23]=[CH:22][N:21]=[C:20](S(C)(=O)=O)[N:19]=2)=[CH:4][CH:3]=1.[CH3:28][C@H:29]([NH2:36])[C:30]1[CH:35]=[CH:34][CH:33]=[CH:32][CH:31]=1, predict the reaction product. The product is: [F:1][C:2]1[CH:7]=[CH:6][C:5]([C:8]2[C:16](=[O:17])[N:11]3[CH2:12][CH:13]=[CH:14][CH2:15][N:10]3[C:9]=2[C:18]2[CH:23]=[CH:22][N:21]=[C:20]([NH:36][C@H:29]([C:30]3[CH:35]=[CH:34][CH:33]=[CH:32][CH:31]=3)[CH3:28])[N:19]=2)=[CH:4][CH:3]=1. (8) Given the reactants [OH:1][CH2:2][C@@H:3]([N:5]1[C:14]2[C:9](=[CH:10][C:11](I)=[CH:12][CH:13]=2)[C:8](=[O:16])[C:7]([C:17]([O:19][CH2:20][CH3:21])=[O:18])=[CH:6]1)[CH3:4].[CH2:22]([NH:24][C:25]([NH:27][C:28]1[CH:33]=[C:32]([C:34]2[S:35][CH:36]=[C:37]([C:39]([F:42])([F:41])[F:40])[N:38]=2)[C:31](B2OC(C)(C)C(C)(C)O2)=[CH:30][N:29]=1)=[O:26])[CH3:23].C(=O)([O-])[O-].[K+].[K+], predict the reaction product. The product is: [CH2:22]([NH:24][C:25](=[O:26])[NH:27][C:28]1[N:29]=[CH:30][C:31]([C:11]2[CH:10]=[C:9]3[C:14](=[CH:13][CH:12]=2)[N:5]([C@@H:3]([CH3:4])[CH2:2][OH:1])[CH:6]=[C:7]([C:17]([O:19][CH2:20][CH3:21])=[O:18])[C:8]3=[O:16])=[C:32]([C:34]2[S:35][CH:36]=[C:37]([C:39]([F:42])([F:41])[F:40])[N:38]=2)[CH:33]=1)[CH3:23]. (9) Given the reactants Br[C:2]1[CH:3]=[N:4][C:5]2[N:6]([CH:8]=[C:9]([CH2:11][O:12][C:13]3[CH:18]=[CH:17][CH:16]=[C:15]([F:19])[CH:14]=3)[N:10]=2)[CH:7]=1.[F:20][C:21]1[CH:26]=[C:25](B(O)O)[CH:24]=[CH:23][N:22]=1, predict the reaction product. The product is: [F:19][C:15]1[CH:14]=[C:13]([CH:18]=[CH:17][CH:16]=1)[O:12][CH2:11][C:9]1[N:10]=[C:5]2[N:4]=[CH:3][C:2]([C:25]3[CH:24]=[CH:23][N:22]=[C:21]([F:20])[CH:26]=3)=[CH:7][N:6]2[CH:8]=1. (10) Given the reactants [Cl:1][C:2]1[CH:3]=[C:4]2[NH:11][C:10]([O:12][C@H:13]3[C@H:17]4[O:18][CH2:19][C@@H:20]([OH:21])[C@H:16]4[O:15][CH2:14]3)=[N:9][C:5]2=[N:6][C:7]=1I.[Li+].[OH-].N#N.[CH3:26][C:27]1([C:33]2[CH:38]=[CH:37][C:36](B3OC(C)(C)C(C)(C)O3)=[CH:35][CH:34]=2)[CH2:30][S:29](=[O:32])(=[O:31])[CH2:28]1, predict the reaction product. The product is: [Cl:1][C:2]1[CH:3]=[C:4]2[NH:11][C:10]([O:12][C@@H:13]3[CH2:14][O:15][C@@H:16]4[C@H:20]([OH:21])[CH2:19][O:18][C@H:17]34)=[N:9][C:5]2=[N:6][C:7]=1[C:36]1[CH:35]=[CH:34][C:33]([C:27]2([CH3:26])[CH2:28][S:29](=[O:32])(=[O:31])[CH2:30]2)=[CH:38][CH:37]=1.